From a dataset of Full USPTO retrosynthesis dataset with 1.9M reactions from patents (1976-2016). Predict the reactants needed to synthesize the given product. (1) Given the product [CH3:52][C:49]1[O:48][C:47]([C:43]2[N:44]=[C:45]([NH2:46])[C:40]3[CH:39]=[C:38]([CH:31]=[CH2:32])[S:53][C:41]=3[N:42]=2)=[CH:51][CH:50]=1, predict the reactants needed to synthesize it. The reactants are: C(OB(C=C)OCCCC)CCC.BrC1SC2N=C(C3OC(C)=CC=3)N=C(N)C=2C=1.[CH2:31]([C:38]1[S:53][C:41]2[N:42]=[C:43]([C:47]3[O:48][C:49]([CH3:52])=[CH:50][CH:51]=3)[N:44]=[C:45]([NH2:46])[C:40]=2[CH:39]=1)[C:32]1C=CC=CC=1.C([O-])([O-])=O.[K+].[K+]. (2) Given the product [CH3:2][O:3][C:4]1[CH:5]=[C:6]([NH:10][NH2:11])[CH:7]=[CH:8][CH:9]=1, predict the reactants needed to synthesize it. The reactants are: Cl.[CH3:2][O:3][C:4]1[CH:5]=[C:6]([NH:10][NH2:11])[CH:7]=[CH:8][CH:9]=1. (3) Given the product [C:1]1([NH:11][C:12]([N:14]2[CH2:19][CH2:18][CH:17]([CH2:20][CH2:21][CH2:22][CH2:23][NH:24][C:25](=[O:34])[CH:26]=[CH:27][C:28]3[CH:29]=[N:30][CH:31]=[CH:32][CH:33]=3)[CH2:16][CH2:15]2)=[O:13])[C:10]2[C:5](=[CH:6][CH:7]=[CH:8][CH:9]=2)[CH:4]=[CH:3][CH:2]=1, predict the reactants needed to synthesize it. The reactants are: [C:1]1([N:11]=[C:12]=[O:13])[C:10]2[C:5](=[CH:6][CH:7]=[CH:8][CH:9]=2)[CH:4]=[CH:3][CH:2]=1.[NH:14]1[CH2:19][CH2:18][CH:17]([CH2:20][CH2:21][CH2:22][CH2:23][NH:24][C:25](=[O:34])[CH:26]=[CH:27][C:28]2[CH:29]=[N:30][CH:31]=[CH:32][CH:33]=2)[CH2:16][CH2:15]1. (4) Given the product [NH2:31][C:25]1([C:23]([NH:22][C@H:3]([C:1]#[N:2])[CH2:4][C:5]2[CH:6]=[CH:7][C:8]([C:11]3[CH:12]=[C:13]4[CH2:19][N:18]([CH3:20])[C:17](=[O:21])[C:14]4=[N:15][CH:16]=3)=[CH:9][CH:10]=2)=[O:24])[CH2:26][CH2:27][O:28][CH2:29][CH2:30]1, predict the reactants needed to synthesize it. The reactants are: [C:1]([C@@H:3]([NH:22][C:23]([C:25]1([NH:31]C(=O)OC(C)(C)C)[CH2:30][CH2:29][O:28][CH2:27][CH2:26]1)=[O:24])[CH2:4][C:5]1[CH:10]=[CH:9][C:8]([C:11]2[CH:12]=[C:13]3[CH2:19][N:18]([CH3:20])[C:17](=[O:21])[C:14]3=[N:15][CH:16]=2)=[CH:7][CH:6]=1)#[N:2].C(O)=O.C(#N)C. (5) The reactants are: Br[C:2]1[CH:3]=[C:4]([CH:19]=[CH:20][C:21]=1[N:22]1[CH2:26][C@H:25]([OH:27])[C@@H:24]([OH:28])[CH2:23]1)[C:5]([NH:7][C:8]1[CH:13]=[CH:12][C:11]([O:14][C:15]([F:18])([F:17])[F:16])=[CH:10][CH:9]=1)=[O:6].[CH3:29][C:30]1[N:35]=[CH:34][C:33](B(O)O)=[CH:32][CH:31]=1. Given the product [OH:28][C@@H:24]1[C@@H:25]([OH:27])[CH2:26][N:22]([C:21]2[CH:20]=[CH:19][C:4]([C:5]([NH:7][C:8]3[CH:13]=[CH:12][C:11]([O:14][C:15]([F:18])([F:17])[F:16])=[CH:10][CH:9]=3)=[O:6])=[CH:3][C:2]=2[C:33]2[CH:34]=[N:35][C:30]([CH3:29])=[CH:31][CH:32]=2)[CH2:23]1, predict the reactants needed to synthesize it. (6) The reactants are: C(OC([N:8]1[CH2:13][CH2:12][N:11]([S:14]([C:17]2[N:18](S(C3C=CC=CC=3)(=O)=O)[C:19]3[C:24]([CH:25]=2)=[CH:23][C:22]([Cl:26])=[CH:21][CH:20]=3)(=[O:16])=[O:15])[CH2:10][CH2:9]1)=O)(C)(C)C.[OH-].[Na+].[Cl-].[NH4+].O. Given the product [ClH:26].[Cl:26][C:22]1[CH:23]=[C:24]2[C:19](=[CH:20][CH:21]=1)[NH:18][C:17]([S:14]([N:11]1[CH2:12][CH2:13][NH:8][CH2:9][CH2:10]1)(=[O:16])=[O:15])=[CH:25]2, predict the reactants needed to synthesize it. (7) Given the product [Br:23][C:24]1[CH:29]=[CH:28][C:27]([C:30](=[O:35])[C:31]([F:34])([F:33])[F:32])=[C:26]([F:36])[CH:25]=1, predict the reactants needed to synthesize it. The reactants are: CC(OI1(OC(C)=O)(OC(C)=O)OC(=O)C2C=CC=CC1=2)=O.[Br:23][C:24]1[CH:29]=[CH:28][C:27]([CH:30]([OH:35])[C:31]([F:34])([F:33])[F:32])=[C:26]([F:36])[CH:25]=1.[O-]S([O-])(=S)=O.[Na+].[Na+]. (8) Given the product [C:25]1([CH:29]=[CH:6][CH:8]2[CH2:24][N:12]3[CH2:13][CH2:14][N:15]([C:17]4[N:22]=[CH:21][C:20]([F:23])=[CH:19][N:18]=4)[CH2:16][CH:11]3[CH2:10][CH2:9]2)[CH:3]=[CH:2][CH:1]=[CH:27][CH:26]=1, predict the reactants needed to synthesize it. The reactants are: [CH2:1]([Li])[CH2:2][CH2:3]C.[CH:6]([C@H:8]1[CH2:24][N:12]2[CH2:13][CH2:14][N:15]([C:17]3[N:22]=[CH:21][C:20]([F:23])=[CH:19][N:18]=3)[CH2:16][C@@H:11]2[CH2:10][CH2:9]1)=O.[CH2:25]1[CH2:29]O[CH2:27][CH2:26]1. (9) Given the product [CH3:31][O:30][C:27]1[CH:28]=[CH:29][C:24]([C:18]2[CH:19]=[C:20]3[C:15](=[CH:16][CH:17]=2)[N:14]2[CH2:33][CH2:34][NH:11][CH2:12][CH:13]2[C:22](=[O:23])[NH:21]3)=[C:25]([CH3:32])[CH:26]=1, predict the reactants needed to synthesize it. The reactants are: C([N:11]1[CH2:34][CH2:33][N:14]2[C:15]3[C:20]([NH:21][C:22](=[O:23])[CH:13]2[CH2:12]1)=[CH:19][C:18]([C:24]1[CH:29]=[CH:28][C:27]([O:30][CH3:31])=[CH:26][C:25]=1[CH3:32])=[CH:17][CH:16]=3)(OCC1C=CC=CC=1)=O.C1CCCCC=1.